Dataset: Peptide-MHC class I binding affinity with 185,985 pairs from IEDB/IMGT. Task: Regression. Given a peptide amino acid sequence and an MHC pseudo amino acid sequence, predict their binding affinity value. This is MHC class I binding data. (1) The peptide sequence is FQEALKKSL. The MHC is HLA-A03:01 with pseudo-sequence HLA-A03:01. The binding affinity (normalized) is 0.0847. (2) The peptide sequence is RMFKRVFNM. The MHC is BoLA-AW10 with pseudo-sequence BoLA-AW10. The binding affinity (normalized) is 0.0641. (3) The peptide sequence is LQKGGVIVY. The MHC is HLA-B15:01 with pseudo-sequence HLA-B15:01. The binding affinity (normalized) is 0.430. (4) The peptide sequence is RRSLLAHVR. The MHC is HLA-A03:01 with pseudo-sequence HLA-A03:01. The binding affinity (normalized) is 0.346.